From a dataset of Full USPTO retrosynthesis dataset with 1.9M reactions from patents (1976-2016). Predict the reactants needed to synthesize the given product. (1) The reactants are: [NH:1]1[C:5]2=[N:6][CH:7]=[CH:8][C:9]([CH2:10][NH2:11])=[C:4]2[CH:3]=[CH:2]1.C(N(CC)CC)C.[C:19]([N:26]1[CH:30]=[CH:29]N=C1)(N1C=CN=C1)=[O:20].N[CH2:32][C:33]1[CH:34]=[C:35]([NH:39][C:40](=[O:48])[C:41]#[C:42][CH:43]2[CH2:47][CH2:46][CH2:45][CH2:44]2)[CH:36]=CC=1. Given the product [NH:1]1[C:5]2=[N:6][CH:7]=[CH:8][C:9]([CH2:10][NH:11][C:19](=[O:20])[NH:26][CH2:30][C:29]3[CH:36]=[C:35]([NH:39][C:40](=[O:48])[C:41]#[C:42][CH:43]4[CH2:47][CH2:46][CH2:45][CH2:44]4)[CH:34]=[CH:33][CH:32]=3)=[C:4]2[CH:3]=[CH:2]1, predict the reactants needed to synthesize it. (2) Given the product [ClH:1].[ClH:1].[OH:10][C@@H:5]1[CH2:6][N:7]([CH2:37][CH2:36][CH2:35][N:32]2[CH2:33][CH2:34][NH:29][CH:30]([CH3:40])[C:31]2=[O:39])[CH2:8][CH2:9][C:4]21[CH2:3][CH2:2]2, predict the reactants needed to synthesize it. The reactants are: [ClH:1].[CH2:2]1[C:4]2([CH2:9][CH2:8][NH:7][CH2:6][C@H:5]2[OH:10])[CH2:3]1.C(N(CC)CC)C.C(O)(=O)C.C(OC([N:29]1[CH2:34][CH2:33][N:32]([CH2:35][CH2:36][CH:37]=O)[C:31](=[O:39])[CH:30]1[CH3:40])=O)(C)(C)C.C(O[BH-](OC(=O)C)OC(=O)C)(=O)C.[Na+]. (3) Given the product [CH3:20][S:21]([O:1][CH:2]1[CH2:3][N:4]([C:6]([O:8][C:9]([CH3:12])([CH3:11])[CH3:10])=[O:7])[CH2:5]1)(=[O:23])=[O:22], predict the reactants needed to synthesize it. The reactants are: [OH:1][CH:2]1[CH2:5][N:4]([C:6]([O:8][C:9]([CH3:12])([CH3:11])[CH3:10])=[O:7])[CH2:3]1.C(N(CC)CC)C.[CH3:20][S:21](Cl)(=[O:23])=[O:22]. (4) The reactants are: Br[C:2]1[CH:23]=[CH:22][C:5]([C:6]([NH:8][S:9]([C:12]2[CH:17]=[CH:16][CH:15]=[CH:14][C:13]=2[S:18](=[O:21])(=[O:20])[NH2:19])(=[O:11])=[O:10])=[O:7])=[C:4]([OH:24])[CH:3]=1.[C:25]([CH:27]1[CH2:31][CH2:30][CH2:29][CH2:28]1)#[CH:26]. Given the product [CH:27]1([C:25]#[C:26][C:2]2[CH:23]=[CH:22][C:5]([C:6]([NH:8][S:9]([C:12]3[CH:17]=[CH:16][CH:15]=[CH:14][C:13]=3[S:18](=[O:21])(=[O:20])[NH2:19])(=[O:11])=[O:10])=[O:7])=[C:4]([OH:24])[CH:3]=2)[CH2:31][CH2:30][CH2:29][CH2:28]1, predict the reactants needed to synthesize it. (5) The reactants are: [CH:1](NC(C)C)(C)C.[Li]CCCC.[F:13][C:14]([F:27])([F:26])[O:15][C:16]1[CH:17]=[C:18]([CH2:22][C:23]([OH:25])=[O:24])[CH:19]=[CH:20][CH:21]=1.CI. Given the product [F:13][C:14]([F:26])([F:27])[O:15][C:16]1[CH:17]=[C:18]([CH:22]([CH3:1])[C:23]([OH:25])=[O:24])[CH:19]=[CH:20][CH:21]=1, predict the reactants needed to synthesize it.